Dataset: Catalyst prediction with 721,799 reactions and 888 catalyst types from USPTO. Task: Predict which catalyst facilitates the given reaction. Reactant: [CH2:1]([C:7]1([CH2:20][CH2:21][CH2:22][CH2:23][CH2:24][CH3:25])[C:19]2[CH:18]=[CH:17][CH:16]=[CH:15][C:14]=2[C:13]2[C:8]1=[CH:9][CH:10]=[CH:11][CH:12]=2)[CH2:2][CH2:3][CH2:4][CH2:5][CH3:6].CS(O)(=O)=O.O.[CH2:32]([C:38]1([CH2:67][CH2:68][CH2:69][CH2:70][CH2:71][CH3:72])[C:50]2[CH:49]=[C:48]([C:51]3(O)[C:63]4[CH:62]=[C:61]([Br:64])[CH:60]=[CH:59][C:58]=4[C:57]4[C:52]3=[CH:53][C:54]([Br:65])=[CH:55][CH:56]=4)[CH:47]=[CH:46][C:45]=2[C:44]2[C:39]1=[CH:40][CH:41]=[CH:42][CH:43]=2)[CH2:33][CH2:34][CH2:35][CH2:36][CH3:37]. Product: [CH2:20]([C:7]1([CH2:1][CH2:2][CH2:3][CH2:4][CH2:5][CH3:6])[C:19]2[CH:18]=[C:17]([C:51]3([C:48]4[CH:47]=[CH:46][C:45]5[C:44]6[C:39](=[CH:40][CH:41]=[CH:42][CH:43]=6)[C:38]([CH2:67][CH2:68][CH2:69][CH2:70][CH2:71][CH3:72])([CH2:32][CH2:33][CH2:34][CH2:35][CH2:36][CH3:37])[C:50]=5[CH:49]=4)[C:63]4[CH:62]=[C:61]([Br:64])[CH:60]=[CH:59][C:58]=4[C:57]4[C:52]3=[CH:53][C:54]([Br:65])=[CH:55][CH:56]=4)[CH:16]=[CH:15][C:14]=2[C:13]2[C:8]1=[CH:9][CH:10]=[CH:11][CH:12]=2)[CH2:21][CH2:22][CH2:23][CH2:24][CH3:25]. The catalyst class is: 4.